Dataset: Full USPTO retrosynthesis dataset with 1.9M reactions from patents (1976-2016). Task: Predict the reactants needed to synthesize the given product. (1) Given the product [O:50]=[C:16]1[N:15]2[CH2:51][C@H:12]([O:11][C:68]3[C:67]([CH:61]=[CH2:63])=[N:66][C:65]4[C:70]([CH:69]=3)=[CH:14][CH:13]=[CH:12][CH:51]=4)[CH2:13][C@H:14]2[C:28](=[O:29])[NH:27][C@:26]2([C:31]([O:33][CH2:34][CH3:35])=[O:32])[CH2:30][C@H:25]2[CH:24]=[CH:23][CH2:22][CH2:21][CH2:20][CH2:19][CH2:18][C@@H:17]1[NH:36][C:37]([O:39][C@@H:40]1[CH2:44][CH2:43][CH2:42][C@H:41]1[CH2:45][CH2:46][CH2:47][CH:48]=[CH2:49])=[O:38], predict the reactants needed to synthesize it. The reactants are: BrC1C=CC(S([O:11][C@@H:12]2[CH2:51][N:15]3[C:16](=[O:50])[C@@H:17]([NH:36][C:37]([O:39][C@@H:40]4[CH2:44][CH2:43][CH2:42][C@H:41]4[CH2:45][CH2:46][CH2:47][CH:48]=[CH2:49])=[O:38])[CH2:18][CH2:19][CH2:20][CH2:21][CH2:22][CH:23]=[CH:24][C@@H:25]4[CH2:30][C@@:26]4([C:31]([O:33][CH2:34][CH3:35])=[O:32])[NH:27][C:28](=[O:29])[C@@H:14]3[CH2:13]2)(=O)=O)=CC=1.C([O-])([O-])=O.[Cs+].[Cs+].CCO[C:61]([CH3:63])=O.O.[CH3:65][N:66]1[C:70](=O)[CH2:69][CH2:68][CH2:67]1. (2) The reactants are: C([NH:8][C:9]1[C:30]2[CH2:29][CH2:28][CH2:27][CH2:26][C:25]=2[C:12]2[O:13][CH2:14][CH:15]([C:16]3[CH:21]=[CH:20][C:19]([CH:22]([CH3:24])[CH3:23])=[CH:18][CH:17]=3)[C:11]=2[C:10]=1[CH3:31])C1C=CC=CC=1. Given the product [CH:22]([C:19]1[CH:18]=[CH:17][C:16]([CH:15]2[CH2:14][O:13][C:12]3[C:25]4[CH2:26][CH2:27][CH2:28][CH2:29][C:30]=4[C:9]([NH2:8])=[C:10]([CH3:31])[C:11]2=3)=[CH:21][CH:20]=1)([CH3:24])[CH3:23], predict the reactants needed to synthesize it. (3) Given the product [F:34][C:2]([F:1])([F:35])[C:3]1[CH:4]=[CH:5][C:6]([O:7][CH2:8][CH:9]2[CH2:14][CH2:13][CH2:12][N:11]([CH2:15][CH:16]([C:18]3([C:22]4[CH:23]=[CH:24][C:25]([C:28]([F:31])([F:29])[F:30])=[CH:26][CH:27]=4)[CH2:21][CH2:20][CH2:19]3)[OH:17])[CH2:10]2)=[CH:32][CH:33]=1, predict the reactants needed to synthesize it. The reactants are: [F:1][C:2]([F:35])([F:34])[C:3]1[CH:33]=[CH:32][C:6]([O:7][CH2:8][CH:9]2[CH2:14][CH2:13][CH2:12][N:11]([CH2:15][C:16]([C:18]3([C:22]4[CH:27]=[CH:26][C:25]([C:28]([F:31])([F:30])[F:29])=[CH:24][CH:23]=4)[CH2:21][CH2:20][CH2:19]3)=[O:17])[CH2:10]2)=[CH:5][CH:4]=1.[BH4-].[Na+].O. (4) Given the product [Cl:1][C:2]1[CH:31]=[CH:30][C:5]([CH2:6][N:7]2[C:15]3[C:10](=[CH:11][C:12](/[CH:16]=[C:17]4/[C:18](=[O:29])[N:19]([CH:23]5[CH2:28][CH2:27][N:26]([CH2:36][CH3:37])[CH2:25][CH2:24]5)[C:20](=[O:22])[S:21]/4)=[CH:13][CH:14]=3)[CH:9]=[N:8]2)=[C:4]([C:32]([F:35])([F:34])[F:33])[CH:3]=1, predict the reactants needed to synthesize it. The reactants are: [Cl:1][C:2]1[CH:31]=[CH:30][C:5]([CH2:6][N:7]2[C:15]3[C:10](=[CH:11][C:12](/[CH:16]=[C:17]4/[C:18](=[O:29])[N:19]([CH:23]5[CH2:28][CH2:27][NH:26][CH2:25][CH2:24]5)[C:20](=[O:22])[S:21]/4)=[CH:13][CH:14]=3)[CH:9]=[N:8]2)=[C:4]([C:32]([F:35])([F:34])[F:33])[CH:3]=1.[CH2:36](I)[CH3:37].